This data is from Catalyst prediction with 721,799 reactions and 888 catalyst types from USPTO. The task is: Predict which catalyst facilitates the given reaction. (1) Reactant: C[C@@:2]([C:28]([OH:30])=[O:29])([C:12]([CH3:27])([CH3:26])[C:13]1[CH:18]=[CH:17][C:16]([C:19]([O:21][C:22]([CH3:25])([CH3:24])[CH3:23])=[O:20])=[CH:15][CH:14]=1)[N:3]([C:5]([O:7][C:8]([CH3:11])([CH3:10])[CH3:9])=[O:6])[CH3:4].CO.O.O.[OH-].[Li+]. Product: [C:22]([O:21][C:19]([C:16]1[CH:17]=[CH:18][C:13]([C:12]([CH3:27])([CH3:26])[C@@H:2]([C:28]([OH:30])=[O:29])[N:3]([C:5]([O:7][C:8]([CH3:9])([CH3:10])[CH3:11])=[O:6])[CH3:4])=[CH:14][CH:15]=1)=[O:20])([CH3:23])([CH3:24])[CH3:25]. The catalyst class is: 7. (2) Reactant: [C:1]([O:5][C@@H:6]([C:11]1[C:35]([CH3:36])=[CH:34][C:14]2[N:15]=[C:16]([C:18]3[N:23]=[C:22]4[C:24]([C:28]5[CH:29]=[N:30][CH:31]=[CH:32][CH:33]=5)=[N:25][N:26]([CH3:27])[C:21]4=[CH:20][CH:19]=3)[S:17][C:13]=2[C:12]=1[C:37]1[CH:42]=[CH:41][C:40]([Cl:43])=[CH:39][CH:38]=1)[C:7]([O:9]C)=[O:8])([CH3:4])([CH3:3])[CH3:2].[OH-].[Na+]. Product: [C:1]([O:5][C@@H:6]([C:11]1[C:35]([CH3:36])=[CH:34][C:14]2[N:15]=[C:16]([C:18]3[N:23]=[C:22]4[C:24]([C:28]5[CH:29]=[N:30][CH:31]=[CH:32][CH:33]=5)=[N:25][N:26]([CH3:27])[C:21]4=[CH:20][CH:19]=3)[S:17][C:13]=2[C:12]=1[C:37]1[CH:42]=[CH:41][C:40]([Cl:43])=[CH:39][CH:38]=1)[C:7]([OH:9])=[O:8])([CH3:4])([CH3:2])[CH3:3]. The catalyst class is: 36. (3) Reactant: [Cl:1][C:2]1[CH:3]=[CH:4][C:5]2[N:11]3[CH:12]=[CH:13][CH:14]=[C:10]3[C@@H:9]([CH2:15][CH2:16][C:17](O)=[O:18])[O:8][C@H:7]([C:20]3[CH:25]=[CH:24][CH:23]=[C:22]([O:26][CH3:27])[C:21]=3[O:28][CH3:29])[C:6]=2[CH:30]=1.[NH:31]1[CH2:36][CH2:35][CH:34]([O:37][CH2:38][CH2:39][C:40]([O:42][CH3:43])=[O:41])[CH2:33][CH2:32]1.Cl.C(N=C=NCCCN(C)C)C.ON1C2C=CC=CC=2N=N1. Product: [Cl:1][C:2]1[CH:3]=[CH:4][C:5]2[N:11]3[CH:12]=[CH:13][CH:14]=[C:10]3[C@@H:9]([CH2:15][CH2:16][C:17]([N:31]3[CH2:32][CH2:33][CH:34]([O:37][CH2:38][CH2:39][C:40]([O:42][CH3:43])=[O:41])[CH2:35][CH2:36]3)=[O:18])[O:8][C@H:7]([C:20]3[CH:25]=[CH:24][CH:23]=[C:22]([O:26][CH3:27])[C:21]=3[O:28][CH3:29])[C:6]=2[CH:30]=1. The catalyst class is: 4. (4) Reactant: [C:1]1([C:7]2[N:12]=[C:11]([CH:13]=O)[CH:10]=[CH:9][C:8]=2[C:15]2[CH:20]=[CH:19][C:18]([CH3:21])=[CH:17][CH:16]=2)[CH:6]=[CH:5][CH:4]=[CH:3][CH:2]=1.[NH2:22][CH2:23][CH2:24][CH2:25][P:26](=[O:29])([OH:28])[OH:27].[BH3-]C#N.[Na+]. Product: [C:1]1([C:7]2[N:12]=[C:11]([CH2:13][NH:22][CH2:23][CH2:24][CH2:25][P:26](=[O:27])([OH:29])[OH:28])[CH:10]=[CH:9][C:8]=2[C:15]2[CH:20]=[CH:19][C:18]([CH3:21])=[CH:17][CH:16]=2)[CH:6]=[CH:5][CH:4]=[CH:3][CH:2]=1. The catalyst class is: 5. (5) Reactant: [Li+].CC([N-]C(C)C)C.[F:9][C:10]1[CH:15]=[CH:14][CH:13]=[CH:12][N:11]=1.[CH:16](=[O:19])[CH2:17][CH3:18].[Cl-].[NH4+]. Product: [F:9][C:10]1[C:15]([CH:16]([OH:19])[CH2:17][CH3:18])=[CH:14][CH:13]=[CH:12][N:11]=1. The catalyst class is: 1. (6) Reactant: [OH-].[Na+].[CH2:3]([O:10][C:11]1[CH:12]=[CH:13][C:14]([C:17]2[N:21]([C:22]3[CH:23]=[N:24][C:25]([O:28][CH3:29])=[CH:26][CH:27]=3)[N:20]=[C:19]([C:30]([O:32]CC)=[O:31])[CH:18]=2)=[N:15][CH:16]=1)[C:4]1[CH:9]=[CH:8][CH:7]=[CH:6][CH:5]=1. Product: [CH2:3]([O:10][C:11]1[CH:12]=[CH:13][C:14]([C:17]2[N:21]([C:22]3[CH:23]=[N:24][C:25]([O:28][CH3:29])=[CH:26][CH:27]=3)[N:20]=[C:19]([C:30]([OH:32])=[O:31])[CH:18]=2)=[N:15][CH:16]=1)[C:4]1[CH:5]=[CH:6][CH:7]=[CH:8][CH:9]=1. The catalyst class is: 111. (7) Reactant: Cl[C:2]1[N:7]=[C:6]([NH:8][C:9]([C:11]2([C:14]3[CH:24]=[CH:23][C:17]4[O:18][C:19]([F:22])([F:21])[O:20][C:16]=4[CH:15]=3)[CH2:13][CH2:12]2)=[O:10])[CH:5]=[CH:4][C:3]=1[CH3:25].[F:26][C:27]1[C:28](B(O)O)=[CH:29][C:30]([O:33][CH3:34])=[N:31][CH:32]=1.C(=O)([O-])[O-].[Na+].[Na+]. Product: [F:21][C:19]1([F:22])[O:18][C:17]2[CH:23]=[CH:24][C:14]([C:11]3([C:9]([NH:8][C:6]4[N:7]=[C:2]([C:28]5[C:27]([F:26])=[CH:32][N:31]=[C:30]([O:33][CH3:34])[CH:29]=5)[C:3]([CH3:25])=[CH:4][CH:5]=4)=[O:10])[CH2:13][CH2:12]3)=[CH:15][C:16]=2[O:20]1. The catalyst class is: 853. (8) Reactant: [CH2:1]([O:8][C:9](=[O:15])[CH2:10][CH2:11][C:12]([OH:14])=[O:13])[C:2]1[CH:7]=[CH:6][CH:5]=[CH:4][CH:3]=1.[OH-].C([N+](CCCC)(CCCC)CCCC)CCC.[Cl:34][CH2:35]I. Product: [Cl:34][CH2:35][O:13][C:12](=[O:14])[CH2:11][CH2:10][C:9]([O:8][CH2:1][C:2]1[CH:7]=[CH:6][CH:5]=[CH:4][CH:3]=1)=[O:15]. The catalyst class is: 12.